From a dataset of Full USPTO retrosynthesis dataset with 1.9M reactions from patents (1976-2016). Predict the reactants needed to synthesize the given product. (1) Given the product [CH3:9][O:8][C:6]1[CH:7]=[C:2]([C:19]2[CH:18]=[N:17][CH:16]=[C:15]([CH:20]=2)[C:13]([O:12][CH2:10][CH3:11])=[O:14])[N:3]=[N:4][CH:5]=1, predict the reactants needed to synthesize it. The reactants are: Cl[C:2]1[N:3]=[N:4][CH:5]=[C:6]([O:8][CH3:9])[CH:7]=1.[CH2:10]([O:12][C:13]([C:15]1[CH:16]=[N:17][CH:18]=[C:19](B2OC(C)(C)C(C)(C)O2)[CH:20]=1)=[O:14])[CH3:11].C([O-])([O-])=O.[K+].[K+]. (2) The reactants are: [CH:1]1([CH2:4][NH:5][C:6]2[C:7]([NH2:14])=[CH:8][C:9]([O:12][CH3:13])=[CH:10][CH:11]=2)[CH2:3][CH2:2]1.CS(O)(=O)=O.[N:20](OCCC(C)C)=O. Given the product [CH:1]1([CH2:4][N:5]2[C:6]3[CH:11]=[CH:10][C:9]([O:12][CH3:13])=[CH:8][C:7]=3[N:14]=[N:20]2)[CH2:2][CH2:3]1, predict the reactants needed to synthesize it. (3) Given the product [NH2:13][CH2:12][CH:7]([O:6][Si:5]([C:1]([CH3:4])([CH3:3])[CH3:2])([C:34]1[CH:39]=[CH:38][CH:37]=[CH:36][CH:35]=1)[C:28]1[CH:29]=[CH:30][CH:31]=[CH:32][CH:33]=1)[C:8]([CH3:11])([OH:10])[CH3:9], predict the reactants needed to synthesize it. The reactants are: [C:1]([Si:5]([C:34]1[CH:39]=[CH:38][CH:37]=[CH:36][CH:35]=1)([C:28]1[CH:33]=[CH:32][CH:31]=[CH:30][CH:29]=1)[O:6][CH:7]([CH2:12][N:13](CC1C=CC=CC=1)CC1C=CC=CC=1)[C:8]([CH3:11])([OH:10])[CH3:9])([CH3:4])([CH3:3])[CH3:2]. (4) Given the product [O:1]1[CH2:6][CH2:5][CH:4]([CH2:7][N:8]2[C:15]3[C@@H:14]4[CH2:16][C@@H:13]4[CH2:12][C:11]=3[C:10]([C:17]([OH:19])=[O:18])=[N:9]2)[CH2:3][CH2:2]1, predict the reactants needed to synthesize it. The reactants are: [O:1]1[CH2:6][CH2:5][CH:4]([CH2:7][N:8]2[C:15]3[CH:14]4[CH2:16][CH:13]4[CH2:12][C:11]=3[C:10]([C:17]([O:19]CC)=[O:18])=[N:9]2)[CH2:3][CH2:2]1.O.[OH-].[Li+]. (5) The reactants are: [Br:1][C:2]1[CH:3]=[CH:4][C:5]2[O:9][C:8]([C:10](=[O:12])[NH2:11])=[C:7]([NH:13][C:14]([CH:16]3[CH2:19]N(C(OC(C)(C)C)=O)C3)=[O:15])[C:6]=2[CH:27]=1.[C:28]([O:32][C:33]([N:35]1[CH2:40][CH2:39][CH:38]([O:41][C:42]2C=C(C(O)=O)[O:44][N:43]=2)[CH2:37][CH2:36]1)=[O:34])([CH3:31])([CH3:30])[CH3:29].C(N1CC(C(O)=O)C1)(OC(C)(C)C)=O. Given the product [Br:1][C:2]1[CH:3]=[CH:4][C:5]2[O:9][C:8]([C:10](=[O:12])[NH2:11])=[C:7]([NH:13][C:14]([C:16]3[O:44][N:43]=[C:42]([O:41][CH:38]4[CH2:39][CH2:40][N:35]([C:33]([O:32][C:28]([CH3:31])([CH3:30])[CH3:29])=[O:34])[CH2:36][CH2:37]4)[CH:19]=3)=[O:15])[C:6]=2[CH:27]=1, predict the reactants needed to synthesize it. (6) Given the product [Br:1][C:2]1[CH:3]=[C:4](/[CH:8]=[CH:9]/[C:10]([N:54]2[CH2:55][CH2:56][N:51]([CH:47]3[CH2:50][CH2:49][CH2:48]3)[CH2:52][CH2:53]2)=[O:12])[CH:5]=[CH:6][CH:7]=1, predict the reactants needed to synthesize it. The reactants are: [Br:1][C:2]1[CH:3]=[C:4](/[CH:8]=[CH:9]/[C:10]([OH:12])=O)[CH:5]=[CH:6][CH:7]=1.CN(C(ON1N=NC2C=CC=NC1=2)=[N+](C)C)C.F[P-](F)(F)(F)(F)F.CCN(C(C)C)C(C)C.Cl.[CH:47]1([N:51]2[CH2:56][CH2:55][NH:54][CH2:53][CH2:52]2)[CH2:50][CH2:49][CH2:48]1. (7) The reactants are: [Cl:1][C:2]1[CH:7]=[CH:6][C:5]([C:8]2[N:12]=[C:11]([NH2:13])[NH:10][N:9]=2)=[CH:4][CH:3]=1.CC1C=CC(S(O)(=O)=O)=CC=1.[O:25]1[C:29]2[CH:30]=[CH:31][C:32]([C:34](=O)[CH2:35][C:36](OCC)=[O:37])=[CH:33][C:28]=2[O:27][CH2:26]1. Given the product [O:25]1[C:29]2[CH:30]=[CH:31][C:32]([C:34]3[NH:13][C:11]4[N:10]([N:9]=[C:8]([C:5]5[CH:4]=[CH:3][C:2]([Cl:1])=[CH:7][CH:6]=5)[N:12]=4)[C:36](=[O:37])[CH:35]=3)=[CH:33][C:28]=2[O:27][CH2:26]1, predict the reactants needed to synthesize it. (8) Given the product [CH3:27][N:28]([CH2:12][CH:13]1[CH2:22][CH2:21][C:20]2[C:15](=[CH:16][C:17]([S:23]([CH3:26])(=[O:24])=[O:25])=[CH:18][CH:19]=2)[O:14]1)[CH2:29][CH2:30][CH3:31], predict the reactants needed to synthesize it. The reactants are: CC1C=CC(S(O[CH2:12][CH:13]2[CH2:22][CH2:21][C:20]3[C:15](=[CH:16][C:17]([S:23]([CH3:26])(=[O:25])=[O:24])=[CH:18][CH:19]=3)[O:14]2)(=O)=O)=CC=1.[CH3:27][NH:28][CH2:29][CH2:30][CH3:31]. (9) Given the product [C:36]([CH2:35][CH2:34][C:10]1[C:11]([CH2:15][CH2:16][CH2:17][CH2:18][CH2:19][CH2:20][O:21][C:22]2[CH:23]=[C:24]([C:45]3[CH:46]=[CH:47][CH:48]=[C:43]([Cl:42])[CH:44]=3)[CH:25]=[C:26]([C:28](=[O:32])[N:29]([CH3:30])[CH3:31])[CH:27]=2)=[CH:12][CH:13]=[CH:14][C:9]=1[O:8][CH2:7][CH2:6][CH2:5][C:4]([OH:41])=[O:3])([OH:38])=[O:37], predict the reactants needed to synthesize it. The reactants are: C([O:3][C:4](=[O:41])[CH2:5][CH2:6][CH2:7][O:8][C:9]1[CH:14]=[CH:13][CH:12]=[C:11]([CH2:15][CH2:16][CH2:17][CH2:18][CH2:19][CH2:20][O:21][C:22]2[CH:27]=[C:26]([C:28](=[O:32])[N:29]([CH3:31])[CH3:30])[CH:25]=[C:24](Br)[CH:23]=2)[C:10]=1[CH2:34][CH2:35][C:36]([O:38]CC)=[O:37])C.[Cl:42][C:43]1[CH:44]=[C:45](B(O)O)[CH:46]=[CH:47][CH:48]=1.